This data is from Catalyst prediction with 721,799 reactions and 888 catalyst types from USPTO. The task is: Predict which catalyst facilitates the given reaction. (1) Reactant: [CH3:1][S:2][C:3]1[C:4]2[CH:11]=[CH:10][S:9][C:5]=2[N:6]=[CH:7][N:8]=1.[Li+].CC([N-]C(C)C)C.CN([CH:23]=[O:24])C. Product: [CH3:1][S:2][C:3]1[C:4]2[CH:11]=[C:10]([CH:23]=[O:24])[S:9][C:5]=2[N:6]=[CH:7][N:8]=1. The catalyst class is: 20. (2) Reactant: C([Si](C)(C)[O:6][C@@H:7]1[CH2:11][CH2:10][N:9]([C:12]2[CH:13]=[C:14]([N:18]3[CH2:27][CH2:26][C:25]4[C:20](=[CH:21][CH:22]=[C:23]([Cl:28])[CH:24]=4)[C:19]3=[O:29])[CH:15]=[N:16][CH:17]=2)[CH2:8]1)(C)(C)C.Cl. Product: [Cl:28][C:23]1[CH:24]=[C:25]2[C:20](=[CH:21][CH:22]=1)[C:19](=[O:29])[N:18]([C:14]1[CH:15]=[N:16][CH:17]=[C:12]([N:9]3[CH2:10][CH2:11][C@@H:7]([OH:6])[CH2:8]3)[CH:13]=1)[CH2:27][CH2:26]2. The catalyst class is: 12. (3) Reactant: [CH3:1][O:2][C:3]1[CH:4]=[C:5]([NH:11][C:12]2[C:13]3[N:29]=[CH:28][S:27][C:14]=3[N:15]=[C:16]([C:18]3[CH:19]=[C:20]([CH:24]=[CH:25][CH:26]=3)[C:21](O)=[O:22])[N:17]=2)[CH:6]=[CH:7][C:8]=1[O:9][CH3:10].[NH2:30][C:31]1[CH:43]=[CH:42][C:34]([C:35]([O:37][C:38]([CH3:41])([CH3:40])[CH3:39])=[O:36])=[CH:33][CH:32]=1.C(Cl)CCl. Product: [CH3:1][O:2][C:3]1[CH:4]=[C:5]([NH:11][C:12]2[C:13]3[N:29]=[CH:28][S:27][C:14]=3[N:15]=[C:16]([C:18]3[CH:19]=[C:20]([CH:24]=[CH:25][CH:26]=3)[C:21]([NH:30][C:31]3[CH:43]=[CH:42][C:34]([C:35]([O:37][C:38]([CH3:39])([CH3:40])[CH3:41])=[O:36])=[CH:33][CH:32]=3)=[O:22])[N:17]=2)[CH:6]=[CH:7][C:8]=1[O:9][CH3:10]. The catalyst class is: 241. (4) Reactant: [CH2:1]([O:3][C:4]([N:6]1[C:15]2[C:10](=[CH:11][CH:12]=[CH:13][CH:14]=2)[N:9]([CH:16]([C:22]2[CH:27]=[C:26]([C:28]([F:31])([F:30])[F:29])[CH:25]=[C:24]([C:32]([F:35])([F:34])[F:33])[CH:23]=2)[C:17]2[N:18]=[N:19][NH:20][N:21]=2)[CH2:8][CH:7]1[CH2:36][CH3:37])=[O:5])[CH3:2].[C:38]([O-])([O-])=O.[K+].[K+].CI. The catalyst class is: 21. Product: [CH2:1]([O:3][C:4]([N:6]1[C:15]2[C:10](=[CH:11][CH:12]=[CH:13][CH:14]=2)[N:9]([CH:16]([C:22]2[CH:27]=[C:26]([C:28]([F:29])([F:30])[F:31])[CH:25]=[C:24]([C:32]([F:34])([F:35])[F:33])[CH:23]=2)[C:17]2[N:18]=[N:19][N:20]([CH3:38])[N:21]=2)[CH2:8][CH:7]1[CH2:36][CH3:37])=[O:5])[CH3:2]. (5) Reactant: [CH:1]([N:14]1[CH2:17][CH:16]([NH2:18])[CH2:15]1)([C:8]1[CH:13]=[CH:12][CH:11]=[CH:10][CH:9]=1)[C:2]1[CH:7]=[CH:6][CH:5]=[CH:4][CH:3]=1.[F:19][C:20]1[CH:21]=[C:22]([N+:27]([O-:29])=[O:28])[CH:23]=[CH:24][C:25]=1F.C(N(CC)CC)C. Product: [CH:1]([N:14]1[CH2:17][CH:16]([NH:18][C:25]2[CH:24]=[CH:23][C:22]([N+:27]([O-:29])=[O:28])=[CH:21][C:20]=2[F:19])[CH2:15]1)([C:8]1[CH:13]=[CH:12][CH:11]=[CH:10][CH:9]=1)[C:2]1[CH:3]=[CH:4][CH:5]=[CH:6][CH:7]=1. The catalyst class is: 84. (6) Reactant: [Cl:1][C:2]1[CH:18]=[CH:17][CH:16]=[C:15]([F:19])[C:3]=1[C:4]([NH:6][C:7]1[C:12]([F:13])=[CH:11][N:10]=[CH:9][C:8]=1[F:14])=[O:5].[Cl:20][C:21]1[CH:29]=[CH:28][CH:27]=[C:26]([F:30])[C:22]=1[C:23](Cl)=[O:24].FC1C=NC=C(F)C=1N. Product: [Cl:1][C:2]1[CH:18]=[CH:17][CH:16]=[C:15]([F:19])[C:3]=1[C:4]([N:6]([C:23](=[O:24])[C:22]1[C:26]([F:30])=[CH:27][CH:28]=[CH:29][C:21]=1[Cl:20])[C:7]1[C:12]([F:13])=[CH:11][N:10]=[CH:9][C:8]=1[F:14])=[O:5]. The catalyst class is: 17.